Dataset: Full USPTO retrosynthesis dataset with 1.9M reactions from patents (1976-2016). Task: Predict the reactants needed to synthesize the given product. (1) The reactants are: [Cl:1][C:2]1[C:3]([NH:21][NH:22][C:23](=O)[CH2:24][C:25]([F:28])([F:27])[F:26])=[N:4][CH:5]=[N:6][C:7]=1[N:8]1[CH2:13][CH2:12][CH:11]([C:14]2[CH:19]=[CH:18][CH:17]=[CH:16][C:15]=2[F:20])[CH2:10][CH2:9]1.C1(P(C2C=CC=CC=2)C2C=CC=CC=2)C=CC=CC=1.N([Si](C)(C)C)=[N+]=[N-].CCOC(/N=N/C(OCC)=O)=O.C1(C)C=CC=CC=1. Given the product [Cl:1][C:2]1[C:3]2[N:4]([C:23]([CH2:24][C:25]([F:28])([F:27])[F:26])=[N:22][N:21]=2)[CH:5]=[N:6][C:7]=1[N:8]1[CH2:13][CH2:12][CH:11]([C:14]2[CH:19]=[CH:18][CH:17]=[CH:16][C:15]=2[F:20])[CH2:10][CH2:9]1, predict the reactants needed to synthesize it. (2) Given the product [F:25][C:22]([F:23])([F:24])[C:21]([C:18]1[CH:17]=[CH:16][C:15]([N:12]2[CH2:13][CH2:14][N:9]([S:6]([C:2]3[S:1][CH:5]=[CH:4][CH:3]=3)(=[O:7])=[O:8])[CH2:10][C@@H:11]2[CH2:28][CH:29]([NH:36][CH:34]2[CH2:35][O:32][CH2:33]2)[CH3:30])=[CH:20][CH:19]=1)([OH:27])[CH3:26], predict the reactants needed to synthesize it. The reactants are: [S:1]1[CH:5]=[CH:4][CH:3]=[C:2]1[S:6]([N:9]1[CH2:14][CH2:13][N:12]([C:15]2[CH:20]=[CH:19][C:18]([C:21]([OH:27])([CH3:26])[C:22]([F:25])([F:24])[F:23])=[CH:17][CH:16]=2)[C@@H:11]([CH2:28][C:29](=O)[CH3:30])[CH2:10]1)(=[O:8])=[O:7].[O:32]1[CH2:35][CH:34]([NH2:36])[CH2:33]1.[BH4-].[Na+].[NH4+].[Cl-]. (3) Given the product [CH2:7]([O:18][C:19]1[CH:20]=[C:21]([CH:26]=[CH:27][CH:28]=1)[CH2:22][OH:23])[CH2:8][CH2:9]/[CH:10]=[CH:11]\[CH2:12][CH2:13][CH2:14][CH2:15][CH2:16][CH3:17], predict the reactants needed to synthesize it. The reactants are: [H-].[Al+3].[Li+].[H-].[H-].[H-].[CH2:7]([O:18][C:19]1[CH:20]=[C:21]([CH:26]=[CH:27][CH:28]=1)[C:22](OC)=[O:23])[CH2:8][CH2:9]/[CH:10]=[CH:11]\[CH2:12][CH2:13][CH2:14][CH2:15][CH2:16][CH3:17]. (4) The reactants are: C[O-].[Na+].C(O[C:7]([C:9]1[N:10]([CH2:17][C:18]2[CH:23]=[CH:22][CH:21]=[CH:20][CH:19]=2)[CH:11]=[C:12]([C:15]#[N:16])[C:13]=1[NH2:14])=[O:8])C.O.[CH:25]([NH2:27])=O. Given the product [CH2:17]([N:10]1[C:9]2[C:7](=[O:8])[NH:27][CH:25]=[N:14][C:13]=2[C:12]([C:15]#[N:16])=[CH:11]1)[C:18]1[CH:19]=[CH:20][CH:21]=[CH:22][CH:23]=1, predict the reactants needed to synthesize it. (5) The reactants are: Br[C:2]1[CH:3]=[C:4]2[C:9](=[CH:10][C:11]=1[CH:12]([F:14])[F:13])[N:8]([C:15]1[C:19]3[CH2:20][N:21]([C:24](=[O:26])[CH3:25])[CH2:22][CH2:23][C:18]=3[N:17]([CH:27]3[CH2:32][CH2:31][O:30][CH2:29][CH2:28]3)[N:16]=1)[CH2:7][CH2:6][CH2:5]2.[CH3:33][C:34]1([CH3:50])[C:38]([CH3:40])([CH3:39])[O:37][B:36]([B:36]2[O:37][C:38]([CH3:40])([CH3:39])[C:34]([CH3:50])([CH3:33])[O:35]2)[O:35]1.C([O-])(=O)C.[K+]. Given the product [F:14][CH:12]([F:13])[C:11]1[CH:10]=[C:9]2[C:4]([CH2:5][CH2:6][CH2:7][N:8]2[C:15]2[C:19]3[CH2:20][N:21]([C:24](=[O:26])[CH3:25])[CH2:22][CH2:23][C:18]=3[N:17]([CH:27]3[CH2:32][CH2:31][O:30][CH2:29][CH2:28]3)[N:16]=2)=[CH:3][C:2]=1[B:36]1[O:37][C:38]([CH3:40])([CH3:39])[C:34]([CH3:50])([CH3:33])[O:35]1, predict the reactants needed to synthesize it. (6) Given the product [OH:17][C:13]1([CH:20]([CH3:22])[CH3:21])[CH2:12][CH2:11][CH2:10][C:9]2[CH:8]=[C:7]([C:6]3[N:2]([CH3:1])[C:3]([C:18]#[N:19])=[CH:4][CH:5]=3)[CH:16]=[CH:15][C:14]1=2, predict the reactants needed to synthesize it. The reactants are: [CH3:1][N:2]1[C:6]([C:7]2[CH:16]=[CH:15][C:14]3[C:13](=[O:17])[CH2:12][CH2:11][CH2:10][C:9]=3[CH:8]=2)=[CH:5][CH:4]=[C:3]1[C:18]#[N:19].[CH:20]([Mg]Br)([CH3:22])[CH3:21]. (7) Given the product [CH3:21][S:18]([O:10][CH2:9][C:6]1[S:5][C:4]([Br:3])=[N:8][CH:7]=1)(=[O:20])=[O:19], predict the reactants needed to synthesize it. The reactants are: N#N.[Br:3][C:4]1[S:5][C:6]([CH2:9][OH:10])=[CH:7][N:8]=1.CCN(CC)CC.[S:18](Cl)([CH3:21])(=[O:20])=[O:19]. (8) Given the product [CH3:32][O:31][C:29]1[CH:28]=[C:27]([CH2:33][O:34][C:35]2[CH:36]=[C:37]([NH:40][C:17]([C:15]3[S:16][C:12]([N:9]4[CH2:8][CH2:7][N:6]([CH3:5])[CH2:11][CH2:10]4)=[CH:13][CH:14]=3)=[O:19])[NH:38][N:39]=2)[CH:26]=[C:25]([O:24][CH3:23])[CH:30]=1, predict the reactants needed to synthesize it. The reactants are: C[Al](C)C.[CH3:5][N:6]1[CH2:11][CH2:10][N:9]([C:12]2[S:16][C:15]([C:17]([O:19]CC)=O)=[CH:14][CH:13]=2)[CH2:8][CH2:7]1.Cl.[CH3:23][O:24][C:25]1[CH:26]=[C:27]([CH2:33][O:34][C:35]2[CH:36]=[C:37]([NH2:40])[NH:38][N:39]=2)[CH:28]=[C:29]([O:31][CH3:32])[CH:30]=1.C(C(C(C([O-])=O)O)O)([O-])=O.[Na+].[K+]. (9) Given the product [CH2:10]([O:12][CH:13]([O:16][CH2:17][CH3:18])[CH2:14][CH2:15][C:22]1[CH:23]=[C:24]([C:26]2[CH:31]=[CH:30][N:29]3[CH:32]=[CH:33][N:34]=[C:28]3[CH:27]=2)[CH:25]=[CH:20][N:21]=1)[CH3:11], predict the reactants needed to synthesize it. The reactants are: B1C2CCCC1CCC2.[CH2:10]([O:12][CH:13]([O:16][CH2:17][CH3:18])[CH:14]=[CH2:15])[CH3:11].Cl[C:20]1[CH:25]=[C:24]([C:26]2[CH:31]=[CH:30][N:29]3[CH:32]=[CH:33][N:34]=[C:28]3[CH:27]=2)[CH:23]=[CH:22][N:21]=1.P([O-])([O-])([O-])=O.[K+].[K+].[K+].COC1C=CC=C(OC)C=1C1C=CC=CC=1P(C1CCCCC1)C1CCCCC1. (10) Given the product [C:1]([C:3]1[CH:8]=[CH:7][C:6]([NH:9][CH:10]([C:15]2[CH:20]=[C:19]([CH:21]=[CH2:22])[CH:18]=[C:17]([CH2:23][N:25]3[CH2:29][CH2:28][CH2:27][CH2:26]3)[CH:16]=2)[C:11]([O:13][CH3:14])=[O:12])=[CH:5][CH:4]=1)#[N:2], predict the reactants needed to synthesize it. The reactants are: [C:1]([C:3]1[CH:8]=[CH:7][C:6]([NH:9][CH:10]([C:15]2[CH:20]=[C:19]([CH:21]=[CH2:22])[CH:18]=[C:17]([CH:23]=O)[CH:16]=2)[C:11]([O:13][CH3:14])=[O:12])=[CH:5][CH:4]=1)#[N:2].[NH:25]1[CH2:29][CH2:28][CH2:27][CH2:26]1.[Na].Cl.